This data is from Catalyst prediction with 721,799 reactions and 888 catalyst types from USPTO. The task is: Predict which catalyst facilitates the given reaction. (1) Reactant: [Cl:1][C:2]1[CH:7]=[CH:6][CH:5]=[C:4]([Cl:8])[C:3]=1[CH2:9][S:10]([C:13]1[CH:14]=[C:15]2[C:19](=[CH:20][CH:21]=1)[NH:18][C:17](=[O:22])/[C:16]/2=[CH:23]\[C:24]1[NH:28][C:27]([CH3:29])=[C:26]([C:30]([OH:32])=O)[C:25]=1[CH3:33])(=[O:12])=[O:11].C1C=CC2N(O)N=NC=2C=1.CCN=C=NCCCN(C)C.Cl.[N:56]1([CH2:62][CH2:63][NH2:64])[CH2:61][CH2:60][O:59][CH2:58][CH2:57]1. Product: [N:56]1([CH2:62][CH2:63][NH:64][C:30]([C:26]2[C:25]([CH3:33])=[C:24](/[CH:23]=[C:16]3\[C:17](=[O:22])[NH:18][C:19]4[C:15]\3=[CH:14][C:13]([S:10]([CH2:9][C:3]3[C:2]([Cl:1])=[CH:7][CH:6]=[CH:5][C:4]=3[Cl:8])(=[O:11])=[O:12])=[CH:21][CH:20]=4)[NH:28][C:27]=2[CH3:29])=[O:32])[CH2:61][CH2:60][O:59][CH2:58][CH2:57]1. The catalyst class is: 3. (2) Reactant: FC(F)(F)S(O[C:7]1[CH2:12][CH2:11][CH:10]([O:13][CH2:14][CH:15]2[CH2:20][CH2:19][N:18]([C:21]([O:23][C:24]([CH3:27])([CH3:26])[CH3:25])=[O:22])[CH2:17][CH2:16]2)[CH2:9][CH:8]=1)(=O)=O.[CH3:30][S:31]([C:34]1[N:39]=[CH:38][C:37](B(O)O)=[CH:36][CH:35]=1)(=[O:33])=[O:32].C(=O)([O-])[O-].[Na+].[Na+]. Product: [CH3:30][S:31]([C:34]1[N:39]=[CH:38][C:37]([C:7]2[CH2:12][CH2:11][CH:10]([O:13][CH2:14][CH:15]3[CH2:20][CH2:19][N:18]([C:21]([O:23][C:24]([CH3:25])([CH3:26])[CH3:27])=[O:22])[CH2:17][CH2:16]3)[CH2:9][CH:8]=2)=[CH:36][CH:35]=1)(=[O:33])=[O:32]. The catalyst class is: 128. (3) Product: [CH2:57]([N:59]([CH2:60][C:61](=[O:62])[NH:69][C@@H:66]1[CH2:67][CH2:68][O:64][CH2:65]1)[C:21]([C:6]1[CH:7]=[C:8]2[C:3](=[CH:4][CH:5]=1)[N:2]([CH3:1])[C:14]1[CH2:13][CH2:12][CH:11]([CH:15]3[CH2:16][CH2:17][O:18][CH2:19][CH2:20]3)[CH2:10][C:9]2=1)=[O:23])[CH3:58]. The catalyst class is: 3. Reactant: [CH3:1][N:2]1[C:14]2[CH2:13][CH2:12][CH:11]([CH:15]3[CH2:20][CH2:19][O:18][CH2:17][CH2:16]3)[CH2:10][C:9]=2[C:8]2[C:3]1=[CH:4][CH:5]=[C:6]([C:21]([OH:23])=O)[CH:7]=2.CCN(C(C)C)C(C)C.CN(C(ON1N=NC2C=CC=NC1=2)=[N+](C)C)C.F[P-](F)(F)(F)(F)F.[CH2:57]([NH:59][CH2:60][C:61](O)=[O:62])[CH3:58].[O:64]1[CH2:68][CH2:67][C@@H:66]([NH2:69])[CH2:65]1. (4) Reactant: [CH2:1]([OH:10])[CH2:2][CH2:3][CH2:4][CH2:5][CH2:6][CH2:7][CH:8]=[CH2:9].[CH2:11]=[CH:12][CH2:13]CC. Product: [CH2:1]([OH:10])[CH2:2][CH2:3][CH2:4][CH2:5][CH2:6][CH2:7]/[CH:8]=[CH:9]\[CH2:11][CH2:12][CH3:13]. The catalyst class is: 1. (5) Reactant: [NH2:1][C:2]1[S:3][C:4]2[C:9]([N:10]=1)=[CH:8][CH:7]=[C:6]([O:11][C:12]1[CH:13]=[CH:14][C:15]([CH3:32])=[C:16]([NH:18][C:19](=[O:31])[C:20]3[CH:25]=[CH:24][CH:23]=[C:22]([C:26]4([C:29]#[N:30])[CH2:28][CH2:27]4)[CH:21]=3)[CH:17]=1)[N:5]=2.[CH:33]1([C:36](Cl)=[O:37])[CH2:35][CH2:34]1. Product: [C:29]([C:26]1([C:22]2[CH:21]=[C:20]([CH:25]=[CH:24][CH:23]=2)[C:19]([NH:18][C:16]2[CH:17]=[C:12]([O:11][C:6]3[N:5]=[C:4]4[S:3][C:2]([NH:1][C:36]([CH:33]5[CH2:35][CH2:34]5)=[O:37])=[N:10][C:9]4=[CH:8][CH:7]=3)[CH:13]=[CH:14][C:15]=2[CH3:32])=[O:31])[CH2:27][CH2:28]1)#[N:30]. The catalyst class is: 17.